This data is from Catalyst prediction with 721,799 reactions and 888 catalyst types from USPTO. The task is: Predict which catalyst facilitates the given reaction. Reactant: [CH:1]1[C:6]([C:7]2[C:16](=[O:17])[C:15]3[CH:14]=[CH:13][C:12]([OH:18])=[CH:11][C:10]=3[O:9][CH:8]=2)=[CH:5][CH:4]=[C:3]([OH:19])[CH:2]=1.C([OH:22])C. Product: [OH:19][C:3]1[CH:4]=[CH:5][C:6]([C:7]2[C:16](=[O:17])[C:15]3[C:10](=[CH:11][C:12]([OH:18])=[C:13]([OH:22])[CH:14]=3)[O:9][CH:8]=2)=[CH:1][CH:2]=1. The catalyst class is: 6.